This data is from Reaction yield outcomes from USPTO patents with 853,638 reactions. The task is: Predict the reaction yield, written as a fraction of the theoretical maximum amount of product (1.0 means a 100% yield; for example, 0.34 means a 34% yield). (1) The reactants are [NH:1]1[C:9]2[C:4](=[CH:5][CH:6]=[CH:7][CH:8]=2)[CH2:3][C:2]1=[O:10].[N:11]1([CH2:16][CH2:17][CH2:18][C:19]2[CH:20]=[C:21]3[C:25](=[CH:26][CH:27]=2)[NH:24][C:23]([CH:28]=O)=[CH:22]3)[CH2:15][CH2:14][CH2:13][CH2:12]1.N1CCCCC1. The catalyst is C(O)C. The product is [N:11]1([CH2:16][CH2:17][CH2:18][C:19]2[CH:20]=[C:21]3[C:25](=[CH:26][CH:27]=2)[NH:24][C:23]([CH:28]=[C:3]2[C:4]4[C:9](=[CH:8][CH:7]=[CH:6][CH:5]=4)[NH:1][C:2]2=[O:10])=[CH:22]3)[CH2:12][CH2:13][CH2:14][CH2:15]1. The yield is 0.740. (2) The reactants are [NH:1]1[CH2:6][CH2:5][CH:4]([C:7]2[CH:12]=[CH:11][C:10]([S:13]([NH:16][C:17]3[S:18][CH:19]=[CH:20][N:21]=3)(=[O:15])=[O:14])=[CH:9][CH:8]=2)[CH2:3][CH2:2]1.[Cl:22][C:23]1[CH:24]=[C:25]2[CH:31]=[CH:30][N:29]([CH2:32][CH2:33][C:34](O)=[O:35])[C:26]2=[N:27][CH:28]=1.CN(C(ON1N=NC2C=CC=NC1=2)=[N+](C)C)C.F[P-](F)(F)(F)(F)F.CCN(C(C)C)C(C)C. The catalyst is C1COCC1. The product is [Cl:22][C:23]1[CH:24]=[C:25]2[CH:31]=[CH:30][N:29]([CH2:32][CH2:33][C:34]([N:1]3[CH2:2][CH2:3][CH:4]([C:7]4[CH:8]=[CH:9][C:10]([S:13]([NH:16][C:17]5[S:18][CH:19]=[CH:20][N:21]=5)(=[O:14])=[O:15])=[CH:11][CH:12]=4)[CH2:5][CH2:6]3)=[O:35])[C:26]2=[N:27][CH:28]=1. The yield is 0.550. (3) The reactants are [Cl:1][C:2]1[CH:3]=[C:4]([NH:17][C:18]2[C:19]3[C:26]4[CH:27]=[CH:28][C:29]([O:31][CH2:32][CH:33]5[CH2:37][O:36]C(C)(C)[O:34]5)=[CH:30][C:25]=4[S:24][C:20]=3[N:21]=[CH:22][N:23]=2)[CH:5]=[CH:6][C:7]=1[O:8][CH2:9][C:10]1[CH:15]=[CH:14][CH:13]=[C:12]([F:16])[CH:11]=1.Cl.C(N(CC)CC)C. The product is [ClH:1].[Cl:1][C:2]1[CH:3]=[C:4]([NH:17][C:18]2[C:19]3[C:26]4[CH:27]=[CH:28][C:29]([O:31][CH2:32][C@H:33]([OH:34])[CH2:37][OH:36])=[CH:30][C:25]=4[S:24][C:20]=3[N:21]=[CH:22][N:23]=2)[CH:5]=[CH:6][C:7]=1[O:8][CH2:9][C:10]1[CH:15]=[CH:14][CH:13]=[C:12]([F:16])[CH:11]=1. The yield is 0.770. The catalyst is C(#N)C.CO.ClCCl.